This data is from Forward reaction prediction with 1.9M reactions from USPTO patents (1976-2016). The task is: Predict the product of the given reaction. (1) Given the reactants [OH:1][C:2]1[CH:7]=[C:6]([O:8][CH3:9])[CH:5]=[CH:4][C:3]=1[C:10](=[O:12])[CH3:11].CO[CH:15](OC)[N:16]([CH3:18])[CH3:17], predict the reaction product. The product is: [CH3:15][N:16]([CH3:18])[CH:17]=[CH:11][C:10]([C:3]1[CH:4]=[CH:5][C:6]([O:8][CH3:9])=[CH:7][C:2]=1[OH:1])=[O:12]. (2) Given the reactants [Br:1][C:2]1[C:3]([CH3:9])=[CH:4][C:5]([NH2:8])=[N:6][CH:7]=1.CN(C)C.[CH3:14][S:15](Cl)(=[O:17])=[O:16], predict the reaction product. The product is: [Br:1][C:2]1[C:3]([CH3:9])=[CH:4][C:5]([NH:8][S:15]([CH3:14])(=[O:17])=[O:16])=[N:6][CH:7]=1. (3) Given the reactants [Cl:1][C:2]1[NH:3][C:4]2[CH:10]=[CH:9][CH:8]=[CH:7][C:5]=2[N:6]=1.[CH3:11][C:12]1[CH:18]=[CH:17][CH:16]=[C:15]([CH3:19])[C:13]=1[NH2:14], predict the reaction product. The product is: [ClH:1].[CH3:11][C:12]1[CH:18]=[CH:17][CH:16]=[C:15]([CH3:19])[C:13]=1[NH:14][C:2]1[NH:3][C:4]2[CH:10]=[CH:9][CH:8]=[CH:7][C:5]=2[N:6]=1. (4) The product is: [CH3:1][O:2][C:3]1[CH:4]=[CH:5][C:6]([CH2:7][O:8][C:9]2[CH:10]=[C:11]([C:12]3[O:14][C:20]([CH3:21])=[N:23][N:24]=3)[CH:15]=[CH:16][CH:17]=2)=[CH:18][CH:19]=1. Given the reactants [CH3:1][O:2][C:3]1[CH:19]=[CH:18][C:6]([CH2:7][O:8][C:9]2[CH:10]=[C:11]([CH:15]=[CH:16][CH:17]=2)[C:12]([OH:14])=O)=[CH:5][CH:4]=1.[C:20]([NH:23][NH2:24])(=O)[CH3:21].C1C=CC2N(O)N=NC=2C=1.C(Cl)CCl.CC[N+](S(N=C(OC)[O-])(=O)=O)(CC)CC, predict the reaction product. (5) Given the reactants [Cl:1][C:2]1[CH:3]=[C:4]2[C:9](=[CH:10][C:11]=1[O:12][CH2:13][C:14]1[CH:19]=[CH:18][CH:17]=[CH:16][N:15]=1)[NH:8][C:7](=[O:20])[C:6]([CH:21]=O)=[CH:5]2.[CH3:23][C:24]([S:27]([NH2:29])=[O:28])([CH3:26])[CH3:25], predict the reaction product. The product is: [Cl:1][C:2]1[CH:3]=[C:4]2[C:9](=[CH:10][C:11]=1[O:12][CH2:13][C:14]1[CH:19]=[CH:18][CH:17]=[CH:16][N:15]=1)[NH:8][C:7](=[O:20])[C:6](/[CH:21]=[N:29]/[S:27]([C:24]([CH3:26])([CH3:25])[CH3:23])=[O:28])=[CH:5]2. (6) Given the reactants [Cl:1][C:2]1[CH:7]=[C:6](F)[C:5]([N+:9]([O-:11])=[O:10])=[CH:4][C:3]=1[CH:12]([F:14])[F:13].C(N(CC)C(C)C)(C)C.Cl.Cl.[O:26]1[CH2:31][CH2:30][CH:29]([N:32]2[CH2:37][CH2:36][CH:35]([NH2:38])[CH2:34][CH2:33]2)[CH2:28][CH2:27]1, predict the reaction product. The product is: [Cl:1][C:2]1[C:3]([CH:12]([F:14])[F:13])=[CH:4][C:5]([N+:9]([O-:11])=[O:10])=[C:6]([NH:38][CH:35]2[CH2:34][CH2:33][N:32]([CH:29]3[CH2:30][CH2:31][O:26][CH2:27][CH2:28]3)[CH2:37][CH2:36]2)[CH:7]=1. (7) Given the reactants [C:1]([C:5]1[CH:6]=[C:7]([CH:11]=[C:12]([C:15]([CH3:18])([CH3:17])[CH3:16])[C:13]=1[OH:14])[C:8](O)=[O:9])([CH3:4])([CH3:3])[CH3:2].S(Cl)([Cl:21])=O, predict the reaction product. The product is: [C:1]([C:5]1[CH:6]=[C:7]([CH:11]=[C:12]([C:15]([CH3:18])([CH3:17])[CH3:16])[C:13]=1[OH:14])[C:8]([Cl:21])=[O:9])([CH3:4])([CH3:3])[CH3:2].